This data is from Forward reaction prediction with 1.9M reactions from USPTO patents (1976-2016). The task is: Predict the product of the given reaction. (1) Given the reactants I[C:2]1[CH:3]=[CH:4][C:5]2[N:6]([CH:8]=[C:9]([NH:11][C:12](=[O:18])[O:13][C:14]([CH3:17])([CH3:16])[CH3:15])[N:10]=2)[N:7]=1.[N:19]1[N:20]=[C:21]([SH:28])[N:22]2[CH:27]=[CH:26][CH:25]=[CH:24][C:23]=12.BrC1C=CC2N(C(SC3C=CC4N(C=C(NC(C5CC5)=O)N=4)N=3)=NN=2)C=1, predict the reaction product. The product is: [N:19]1[N:20]=[C:21]([S:28][C:2]2[CH:3]=[CH:4][C:5]3[N:6]([CH:8]=[C:9]([NH:11][C:12](=[O:18])[O:13][C:14]([CH3:17])([CH3:16])[CH3:15])[N:10]=3)[N:7]=2)[N:22]2[CH:27]=[CH:26][CH:25]=[CH:24][C:23]=12. (2) Given the reactants [NH2:1][C@H:2]1[CH2:7][CH2:6][C@H:5]([CH2:8][O:9][CH2:10][C:11]2[C:19]3[C:18](=[O:20])[NH:17][C:16]([C:21]([NH:23][CH2:24][C:25]4[CH:30]=[CH:29][CH:28]=[C:27]([O:31][CH3:32])[CH:26]=4)=[O:22])=[N:15][C:14]=3[S:13][CH:12]=2)[CH2:4][CH2:3]1.C(N(CC)C(C)C)(C)C.[CH3:42][S:43](Cl)(=[O:45])=[O:44], predict the reaction product. The product is: [CH3:32][O:31][C:27]1[CH:26]=[C:25]([CH:30]=[CH:29][CH:28]=1)[CH2:24][NH:23][C:21]([C:16]1[NH:17][C:18](=[O:20])[C:19]2[C:11]([CH2:10][O:9][CH2:8][C@H:5]3[CH2:4][CH2:3][C@H:2]([NH:1][S:43]([CH3:42])(=[O:45])=[O:44])[CH2:7][CH2:6]3)=[CH:12][S:13][C:14]=2[N:15]=1)=[O:22]. (3) Given the reactants CC(N=C=NC(C)C)C.[CH3:10][O:11][C:12](=[O:25])[C@H:13]([CH2:15][C:16]1[C:24]2[C:19](=[CH:20][CH:21]=[CH:22][CH:23]=2)[NH:18][CH:17]=1)[NH2:14].[CH3:26][C:27]1[CH:28]=[C:29]([CH2:34][C:35](O)=[O:36])[CH:30]=[C:31]([CH3:33])[CH:32]=1, predict the reaction product. The product is: [CH3:26][C:27]1[CH:28]=[C:29]([CH2:34][C:35]([NH:14][C@@H:13]([CH2:15][C:16]2[C:24]3[C:19](=[CH:20][CH:21]=[CH:22][CH:23]=3)[NH:18][CH:17]=2)[C:12]([O:11][CH3:10])=[O:25])=[O:36])[CH:30]=[C:31]([CH3:33])[CH:32]=1. (4) Given the reactants [CH:1]([C:4]1[CH:9]=[CH:8][C:7]([C:10]2[N:14]([CH2:15][CH2:16][O:17][CH3:18])[C:13]3[C:19]([O:38][CH3:39])=[CH:20][C:21]([CH2:27][C:28]4[C:29](S(C)(=O)=O)=[N:30][CH:31]=[CH:32][CH:33]=4)=[C:22]([C:23]([F:26])([F:25])[F:24])[C:12]=3[N:11]=2)=[CH:6][CH:5]=1)([CH3:3])[CH3:2].[CH3:40][O:41][CH2:42][CH2:43][OH:44].[H-].[Na+], predict the reaction product. The product is: [CH:1]([C:4]1[CH:9]=[CH:8][C:7]([C:10]2[N:14]([CH2:15][CH2:16][O:17][CH3:18])[C:13]3[C:19]([O:38][CH3:39])=[CH:20][C:21]([CH2:27][C:28]4[C:29]([O:44][CH2:43][CH2:42][O:41][CH3:40])=[N:30][CH:31]=[CH:32][CH:33]=4)=[C:22]([C:23]([F:26])([F:25])[F:24])[C:12]=3[N:11]=2)=[CH:6][CH:5]=1)([CH3:3])[CH3:2]. (5) The product is: [Br:10][C:11]1[CH:12]=[C:13](/[CH:9]=[CH:8]/[C:4]2[CH:5]=[CH:6][CH:7]=[C:2]([F:1])[CH:3]=2)[C:14]([F:17])=[N:15][CH:16]=1. Given the reactants [F:1][C:2]1[CH:7]=[CH:6][CH:5]=[C:4]([CH:8]=[CH2:9])[CH:3]=1.[Br:10][C:11]1[CH:12]=[C:13](B(O)O)[C:14]([F:17])=[N:15][CH:16]=1.C(=O)([O-])[O-].[Na+].[Na+].O=O, predict the reaction product. (6) Given the reactants [Cl:1][C:2]1[C:10]([C:11]2[C:12]([CH3:25])=[N:13][N:14]([CH2:17][CH2:18][N:19]3[CH2:24][CH2:23][O:22][CH2:21][CH2:20]3)[C:15]=2[CH3:16])=[C:9]2[C:5]([C:6]([CH2:27][CH2:28][CH2:29][O:30][C:31]3[CH:36]=[C:35]([CH3:37])[C:34]([Cl:38])=[C:33]([CH3:39])[CH:32]=3)=[C:7]([CH3:26])[NH:8]2)=[CH:4][CH:3]=1.C1CCN2C(=NCCC2)CC1.[C:51]([O:55][CH3:56])(=[O:54])[CH:52]=[CH2:53], predict the reaction product. The product is: [Cl:1][C:2]1[C:10]([C:11]2[C:12]([CH3:25])=[N:13][N:14]([CH2:17][CH2:18][N:19]3[CH2:20][CH2:21][O:22][CH2:23][CH2:24]3)[C:15]=2[CH3:16])=[C:9]2[C:5]([C:6]([CH2:27][CH2:28][CH2:29][O:30][C:31]3[CH:32]=[C:33]([CH3:39])[C:34]([Cl:38])=[C:35]([CH3:37])[CH:36]=3)=[C:7]([CH3:26])[N:8]2[CH2:53][CH2:52][C:51]([O:55][CH3:56])=[O:54])=[CH:4][CH:3]=1. (7) Given the reactants [F:1][C:2]([F:17])([F:16])[C:3]1[CH:11]=[CH:10][C:9]([C:12]([F:15])([F:14])[F:13])=[CH:8][C:4]=1[C:5](Cl)=[O:6].[CH:18]1([CH2:21][CH2:22][NH:23][C:24]([C:26]2[N:27]=[N:28][C:29]([N:32]3[CH2:37][CH2:36][NH:35][CH2:34][CH2:33]3)=[CH:30][CH:31]=2)=[O:25])[CH2:20][CH2:19]1, predict the reaction product. The product is: [CH:18]1([CH2:21][CH2:22][NH:23][C:24]([C:26]2[N:27]=[N:28][C:29]([N:32]3[CH2:37][CH2:36][N:35]([C:5](=[O:6])[C:4]4[CH:8]=[C:9]([C:12]([F:15])([F:14])[F:13])[CH:10]=[CH:11][C:3]=4[C:2]([F:17])([F:16])[F:1])[CH2:34][CH2:33]3)=[CH:30][CH:31]=2)=[O:25])[CH2:20][CH2:19]1. (8) Given the reactants [C:1]([O:5][C:6](=[O:35])[NH:7][C:8]1[S:9][C:10](Br)=[CH:11][C:12]=1[C:13]([N:15]1[CH2:20][CH2:19][CH:18]([N:21]2[CH2:33][CH2:32][CH2:31][C:23]3([C:27](=[O:28])[O:26][C:25]([CH3:30])([CH3:29])[CH2:24]3)[CH2:22]2)[CH2:17][CH2:16]1)=[O:14])([CH3:4])([CH3:3])[CH3:2].[CH3:36][O:37][C:38]([C:40]1[CH:45]=[CH:44][C:43](B(O)O)=[CH:42][CH:41]=1)=[O:39], predict the reaction product. The product is: [C:1]([O:5][C:6]([NH:7][C:8]1[S:9][C:10]([C:43]2[CH:44]=[CH:45][C:40]([C:38]([O:37][CH3:36])=[O:39])=[CH:41][CH:42]=2)=[CH:11][C:12]=1[C:13]([N:15]1[CH2:20][CH2:19][CH:18]([N:21]2[CH2:33][CH2:32][CH2:31][C:23]3([C:27](=[O:28])[O:26][C:25]([CH3:30])([CH3:29])[CH2:24]3)[CH2:22]2)[CH2:17][CH2:16]1)=[O:14])=[O:35])([CH3:4])([CH3:3])[CH3:2]. (9) Given the reactants [CH2:1]([C:8]1([N:15]([CH3:17])[CH3:16])[CH2:13][CH2:12][C:11](=O)[CH2:10][CH2:9]1)[C:2]1[CH:7]=[CH:6][CH:5]=[CH:4][CH:3]=1.[CH2:18]([NH2:20])[CH3:19].C(O[BH-](OC(=O)C)OC(=O)C)(=O)C.[Na+].[OH-].[Na+], predict the reaction product. The product is: [CH2:1]([C:8]1([N:15]([CH3:17])[CH3:16])[CH2:13][CH2:12][CH:11]([NH:20][CH2:18][CH3:19])[CH2:10][CH2:9]1)[C:2]1[CH:7]=[CH:6][CH:5]=[CH:4][CH:3]=1.